Predict which catalyst facilitates the given reaction. From a dataset of Catalyst prediction with 721,799 reactions and 888 catalyst types from USPTO. Reactant: [CH:1]1[CH:6]=[C:5]([NH:7][C:8]2[N:13]=[CH:12][CH:11]=[CH:10][CH:9]=2)[N:4]=[CH:3][CH:2]=1.Br[C:15]1[CH:20]=[CH:19][C:18]([N:21]([C:28]2[CH:33]=[CH:32][N:31]=[CH:30][CH:29]=2)[C:22]2[CH:27]=[CH:26][N:25]=[CH:24][CH:23]=2)=[CH:17][CH:16]=1.C(=O)([O-])[O-].[K+].[K+].C1OCCOCCOCCOCCOCCOC1. Product: [N:13]1[CH:12]=[CH:11][CH:10]=[CH:9][C:8]=1[N:7]([C:5]1[CH:6]=[CH:1][CH:2]=[CH:3][N:4]=1)[C:15]1[CH:16]=[CH:17][C:18]([N:21]([C:28]2[CH:33]=[CH:32][N:31]=[CH:30][CH:29]=2)[C:22]2[CH:23]=[CH:24][N:25]=[CH:26][CH:27]=2)=[CH:19][CH:20]=1. The catalyst class is: 3.